This data is from Full USPTO retrosynthesis dataset with 1.9M reactions from patents (1976-2016). The task is: Predict the reactants needed to synthesize the given product. (1) Given the product [Br-:7].[CH2:8]([N+:4]1[CH:5]=[CH:6][N:2]([CH3:1])[CH:3]=1)[CH2:9][CH2:10][CH2:11][CH2:12][CH2:13][CH2:14][CH2:15][CH2:16][CH2:17][CH2:18][CH2:19][CH2:20][CH2:21][CH2:22][CH2:23][CH2:24][CH2:25][CH2:26][CH2:27][CH2:28][CH3:29], predict the reactants needed to synthesize it. The reactants are: [CH3:1][N:2]1[CH:6]=[CH:5][N:4]=[CH:3]1.[Br:7][CH2:8][CH2:9][CH2:10][CH2:11][CH2:12][CH2:13][CH2:14][CH2:15][CH2:16][CH2:17][CH2:18][CH2:19][CH2:20][CH2:21][CH2:22][CH2:23][CH2:24][CH2:25][CH2:26][CH2:27][CH2:28][CH3:29]. (2) Given the product [C:20]([NH:24][S:7]([C:1]1[CH:6]=[CH:5][CH:4]=[CH:3][CH:2]=1)(=[O:9])=[O:8])([CH3:23])([CH3:22])[CH3:21], predict the reactants needed to synthesize it. The reactants are: [C:1]1([S:7](Cl)(=[O:9])=[O:8])[CH:6]=[CH:5][CH:4]=[CH:3][CH:2]=1.C(=O)([O-])[O-].[K+].[K+].C(#N)C.[C:20]([NH2:24])([CH3:23])([CH3:22])[CH3:21]. (3) The reactants are: [CH2:1]([N:8]1[C:12]2([CH2:17][CH2:16][N:15]([C:18](=[O:26])[C:19]3[CH:24]=[CH:23][C:22]([F:25])=[CH:21][CH:20]=3)[CH2:14][CH2:13]2)[NH:11][C@@H:10]([CH2:27][CH2:28][S:29][CH3:30])[C:9]1=[O:31])[C:2]1[CH:7]=[CH:6][CH:5]=[CH:4][CH:3]=1.O.C[Si]([Cl:37])(C)C. Given the product [ClH:37].[CH2:1]([N:8]1[C:12]2([CH2:17][CH2:16][N:15]([C:18](=[O:26])[C:19]3[CH:20]=[CH:21][C:22]([F:25])=[CH:23][CH:24]=3)[CH2:14][CH2:13]2)[NH:11][C@@H:10]([CH2:27][CH2:28][S:29][CH3:30])[C:9]1=[O:31])[C:2]1[CH:7]=[CH:6][CH:5]=[CH:4][CH:3]=1, predict the reactants needed to synthesize it. (4) Given the product [F:1][CH:2]1[CH2:6][CH2:5][N:4]([CH2:7][CH2:8][CH2:9][O:10][C:11]2[CH:12]=[CH:13][C:14]([NH2:17])=[CH:15][CH:16]=2)[CH2:3]1, predict the reactants needed to synthesize it. The reactants are: [F:1][CH:2]1[CH2:6][CH2:5][N:4]([CH2:7][CH2:8][CH2:9][O:10][C:11]2[CH:16]=[CH:15][C:14]([N+:17]([O-])=O)=[CH:13][CH:12]=2)[CH2:3]1.O.NN. (5) Given the product [OH:10][CH2:11][C@H:12]1[O:13][C:14]([CH3:28])([CH3:29])[O:15][C@@H:16]([CH2:18][C:19]([N:20]([CH:21]([CH3:23])[CH3:22])[CH:24]([CH3:25])[CH3:26])=[O:27])[CH2:17]1, predict the reactants needed to synthesize it. The reactants are: C(=O)([O-])[O-].[K+].[K+].C([O:10][CH2:11][C@@H:12]1[CH2:17][C@H:16]([CH2:18][C:19](=[O:27])[N:20]([CH:24]([CH3:26])[CH3:25])[CH:21]([CH3:23])[CH3:22])[O:15][C:14]([CH3:29])([CH3:28])[O:13]1)(=O)C. (6) Given the product [CH2:1]([O:8][C:9]1[CH:18]=[CH:17][CH:16]=[C:15]2[C:10]=1[CH2:11][CH2:12][CH2:13][CH:14]2[C:19]([N:21]([CH2:31][C:32]1[CH:33]=[N:34][N:35]([CH2:37][CH2:38][CH2:39][CH2:40][CH2:41][CH2:42][C:43]([OH:45])=[O:44])[CH:36]=1)[C:22]1[CH:23]=[N:24][C:25]([CH:28]([CH3:30])[CH3:29])=[CH:26][CH:27]=1)=[O:20])[C:2]1[CH:3]=[CH:4][CH:5]=[CH:6][CH:7]=1, predict the reactants needed to synthesize it. The reactants are: [CH2:1]([O:8][C:9]1[CH:18]=[CH:17][CH:16]=[C:15]2[C:10]=1[CH2:11][CH2:12][CH2:13][CH:14]2[C:19]([N:21]([CH2:31][C:32]1[CH:33]=[N:34][N:35]([CH2:37][CH2:38][CH2:39][CH2:40][CH2:41][CH2:42][C:43]([O:45]CC)=[O:44])[CH:36]=1)[C:22]1[CH:23]=[N:24][C:25]([CH:28]([CH3:30])[CH3:29])=[CH:26][CH:27]=1)=[O:20])[C:2]1[CH:7]=[CH:6][CH:5]=[CH:4][CH:3]=1.[OH-].[Na+].Cl. (7) The reactants are: C[O:2][C:3](=[O:22])[CH:4]([C:11]1[CH:16]=[CH:15][C:14]([C:17]#[C:18][CH2:19][O:20][CH3:21])=[CH:13][CH:12]=1)[CH2:5][CH:6]1[CH2:10][CH2:9][CH2:8][CH2:7]1.[OH-].[Li+]. Given the product [CH:6]1([CH2:5][CH:4]([C:11]2[CH:16]=[CH:15][C:14]([C:17]#[C:18][CH2:19][O:20][CH3:21])=[CH:13][CH:12]=2)[C:3]([OH:22])=[O:2])[CH2:10][CH2:9][CH2:8][CH2:7]1, predict the reactants needed to synthesize it.